Dataset: Catalyst prediction with 721,799 reactions and 888 catalyst types from USPTO. Task: Predict which catalyst facilitates the given reaction. (1) Reactant: [F:1][C:2]1[CH:19]=[CH:18][C:5](/[CH:6]=[N:7]/[C:8]2[CH:16]=[CH:15][CH:14]=[C:13]3[C:9]=2[CH2:10][O:11][C:12]3=[O:17])=[CH:4][CH:3]=1.[CH3:20][N:21]1[C:25]([CH3:26])=[C:24]([CH3:27])[N:23]=[C:22]1[CH:28]=O.[O-:30][CH2:31][CH3:32].[Na+].C(O)C. Product: [F:1][C:2]1[CH:3]=[CH:4][C:5]([CH:6]2[CH:28]([C:22]3[N:21]([CH3:20])[C:25]([CH3:26])=[C:24]([CH3:27])[N:23]=3)[C:31](=[O:30])[C:32]3[C:13]([C:12]([O:11][CH2:10][CH3:9])=[O:17])=[CH:14][CH:15]=[CH:16][C:8]=3[NH:7]2)=[CH:18][CH:19]=1. The catalyst class is: 567. (2) Reactant: [CH3:1][O:2][C:3]1[CH:12]=[C:11]([N:13]([C:24]2[CH:29]=[CH:28][C:27]([C:30](OC)=[O:31])=[CH:26][CH:25]=2)[C:14]2[CH:19]=[CH:18][C:17]([C:20](OC)=[O:21])=[CH:16][CH:15]=2)[CH:10]=[CH:9][C:4]=1[C:5](OC)=[O:6].[H-].[Al+3].[Li+].[H-].[H-].[H-].O. Product: [OH:21][CH2:20][C:17]1[CH:16]=[CH:15][C:14]([N:13]([C:24]2[CH:25]=[CH:26][C:27]([CH2:30][OH:31])=[CH:28][CH:29]=2)[C:11]2[CH:10]=[CH:9][C:4]([CH2:5][OH:6])=[C:3]([O:2][CH3:1])[CH:12]=2)=[CH:19][CH:18]=1. The catalyst class is: 217. (3) Product: [O:11]=[C:8]1[C:7]2[CH:12]=[CH:13][C:4]([CH2:1][CH:2]=[O:17])=[C:5]([CH2:14][CH2:15][CH3:16])[C:6]=2[CH2:10][O:9]1. The catalyst class is: 5. Reactant: [CH2:1]([C:4]1[CH:13]=[CH:12][C:7]2[C:8](=[O:11])[O:9][CH2:10][C:6]=2[C:5]=1[CH2:14][CH2:15][CH3:16])[CH:2]=C.[O:17]=[O+][O-].CSC. (4) Reactant: [CH3:1][N:2]([CH:12]1[CH:17]([CH3:18])[CH2:16][CH2:15][NH:14][CH2:13]1)[C:3]1[C:4]2[CH:11]=[CH:10][NH:9][C:5]=2[N:6]=[CH:7][N:8]=1.[C:19](Cl)(=[O:21])[CH3:20]. Product: [CH3:18][CH:17]1[CH2:16][CH2:15][N:14]([C:19](=[O:21])[CH3:20])[CH2:13][CH:12]1[N:2]([CH3:1])[C:3]1[C:4]2[CH:11]=[CH:10][NH:9][C:5]=2[N:6]=[CH:7][N:8]=1. The catalyst class is: 272. (5) Reactant: [C:1]([C:3]1[CH:20]=[CH:19][C:6]([O:7][CH2:8][C:9]2[CH:10]=[C:11]([CH:16]=[CH:17][CH:18]=2)[C:12](OC)=[O:13])=[CH:5][CH:4]=1)#[N:2].B([O-])=O.[Na+].[OH-].[Na+]. Product: [OH:13][CH2:12][C:11]1[CH:10]=[C:9]([CH:18]=[CH:17][CH:16]=1)[CH2:8][O:7][C:6]1[CH:19]=[CH:20][C:3]([C:1]#[N:2])=[CH:4][CH:5]=1. The catalyst class is: 36.